This data is from Catalyst prediction with 721,799 reactions and 888 catalyst types from USPTO. The task is: Predict which catalyst facilitates the given reaction. (1) Reactant: [Cl:1][C:2]1[C:3]([F:45])=[C:4]([C@@H:8]2[C@:12]([C:15]3[CH:20]=[CH:19][C:18]([Cl:21])=[CH:17][C:16]=3[F:22])([C:13]#[N:14])[C@H:11]([CH2:23][C:24]([CH3:27])([CH3:26])[CH3:25])[NH:10][C@H:9]2[C:28]([NH:30][C:31]2[CH:39]=[CH:38][C:34]([C:35]([OH:37])=[O:36])=[CH:33][C:32]=2OC(F)(F)F)=[O:29])[CH:5]=[CH:6][CH:7]=1.[Si]([O:53][CH2:54][CH:55]=O)(C(C)(C)C)(C)C.[CH3:57]C(O)=O. Product: [CH3:57][O:37][C:35](=[O:36])[C:34]1[CH:33]=[CH:32][C:31]([N:30]2[C:28](=[O:29])[C@H:9]3[C@H:8]([C:4]4[CH:5]=[CH:6][CH:7]=[C:2]([Cl:1])[C:3]=4[F:45])[C@:12]([C:15]4[CH:20]=[CH:19][C:18]([Cl:21])=[CH:17][C:16]=4[F:22])([C:13]#[N:14])[C@H:11]([CH2:23][C:24]([CH3:25])([CH3:27])[CH3:26])[N:10]3[C@@H:55]2[CH2:54][OH:53])=[CH:39][CH:38]=1. The catalyst class is: 2. (2) Reactant: [F:1][C:2]1[CH:30]=[CH:29][CH:28]=[CH:27][C:3]=1[CH2:4][N:5]1[C:9]2=[N:10][CH:11]=[CH:12][CH:13]=[C:8]2[C:7]([C:14]2[N:15]=[C:16](I)[C:17]3[C:22]([CH3:24])([CH3:23])[C:21](=[O:25])[NH:20][C:18]=3[N:19]=2)=[N:6]1.[Cu][C:32]#[N:33].[Cl-].[NH4+].N. Product: [F:1][C:2]1[CH:30]=[CH:29][CH:28]=[CH:27][C:3]=1[CH2:4][N:5]1[C:9]2=[N:10][CH:11]=[CH:12][CH:13]=[C:8]2[C:7]([C:14]2[N:15]=[C:16]([C:32]#[N:33])[C:17]3[C:22]([CH3:24])([CH3:23])[C:21](=[O:25])[NH:20][C:18]=3[N:19]=2)=[N:6]1. The catalyst class is: 148.